This data is from Forward reaction prediction with 1.9M reactions from USPTO patents (1976-2016). The task is: Predict the product of the given reaction. Given the reactants Cl[C:2]1[N:3]=[C:4]([N:14]2[CH2:19][CH2:18][O:17][CH2:16][C@@H:15]2[CH3:20])[C:5]2[CH2:10][N:9]([CH:11]([CH3:13])[CH3:12])[CH2:8][C:6]=2[N:7]=1.[F:21][C:22]1[CH:23]=[C:24]([NH:37][C:38]([NH:40][CH2:41][CH2:42][OH:43])=[O:39])[CH:25]=[CH:26][C:27]=1B1OC(C)(C)C(C)(C)O1.ClCCl.C(=O)([O-])[O-].[Na+].[Na+].COC1CCCC1, predict the reaction product. The product is: [F:21][C:22]1[CH:23]=[C:24]([NH:37][C:38]([NH:40][CH2:41][CH2:42][OH:43])=[O:39])[CH:25]=[CH:26][C:27]=1[C:2]1[N:3]=[C:4]([N:14]2[CH2:19][CH2:18][O:17][CH2:16][C@@H:15]2[CH3:20])[C:5]2[CH2:10][N:9]([CH:11]([CH3:13])[CH3:12])[CH2:8][C:6]=2[N:7]=1.